From a dataset of Merck oncology drug combination screen with 23,052 pairs across 39 cell lines. Regression. Given two drug SMILES strings and cell line genomic features, predict the synergy score measuring deviation from expected non-interaction effect. (1) Drug 1: O=C(CCCCCCC(=O)Nc1ccccc1)NO. Drug 2: CCN(CC)CCNC(=O)c1c(C)[nH]c(C=C2C(=O)Nc3ccc(F)cc32)c1C. Cell line: PA1. Synergy scores: synergy=-7.74. (2) Synergy scores: synergy=24.0. Drug 1: CN(C)C(=N)N=C(N)N. Cell line: LNCAP. Drug 2: O=C(NOCC(O)CO)c1ccc(F)c(F)c1Nc1ccc(I)cc1F. (3) Drug 1: NC1(c2ccc(-c3nc4ccn5c(=O)[nH]nc5c4cc3-c3ccccc3)cc2)CCC1. Drug 2: CC1(c2nc3c(C(N)=O)cccc3[nH]2)CCCN1. Cell line: ZR751. Synergy scores: synergy=8.65.